From a dataset of Reaction yield outcomes from USPTO patents with 853,638 reactions. Predict the reaction yield, written as a fraction of the theoretical maximum amount of product (1.0 means a 100% yield; for example, 0.34 means a 34% yield). (1) The reactants are [OH-].[K+].[O:3]=[C:4]1[C@H:10]([NH:11][C:12](=[O:21])[O:13][CH2:14][C:15]2[CH:20]=[CH:19][CH:18]=[CH:17][CH:16]=2)[CH2:9][CH2:8][C:7]2[CH:22]=[CH:23][CH:24]=[CH:25][C:6]=2[NH:5]1.Cl[CH2:27][C:28](=[O:30])[CH3:29].[F-].C([N+](CCCC)(CCCC)CCCC)CCC. The catalyst is O1CCCC1. The product is [CH2:27]([N:5]1[C:6]2[CH:25]=[CH:24][CH:23]=[CH:22][C:7]=2[CH2:8][CH2:9][C@@H:10]([NH:11][C:12](=[O:21])[O:13][CH2:14][C:15]2[CH:16]=[CH:17][CH:18]=[CH:19][CH:20]=2)[C:4]1=[O:3])[C:28]([CH3:29])=[O:30]. The yield is 0.650. (2) The reactants are [C:1]([OH:10])(=[O:9])/[CH:2]=[CH:3]\[CH:4]=[CH:5]\[C:6]([OH:8])=[O:7].II. The catalyst is C(OCC)(=O)C. The product is [C:1]([OH:10])(=[O:9])/[CH:2]=[CH:3]/[CH:4]=[CH:5]/[C:6]([OH:8])=[O:7]. The yield is 0.580. (3) The reactants are [C:1]1(=[O:7])O[C:4](=[O:5])[CH:3]=[CH:2]1.S(OCC)(OCC)(=O)=O.[Cl-].[Al+3].[Cl-].[Cl-].[CH3:21][O:22][C:23]1[CH:28]=[CH:27][CH:26]=[CH:25][C:24]=1[O:29][CH3:30].Cl.[NH2:32][C:33]1[CH:38]=[CH:37][CH:36]=[CH:35][CH:34]=1. The catalyst is ClC1C=CC=CC=1. The product is [C:33]1([NH:32][C:1](=[O:7])/[CH:2]=[CH:3]/[C:4]([C:26]2[CH:27]=[CH:28][C:23]([O:22][CH3:21])=[C:24]([O:29][CH3:30])[CH:25]=2)=[O:5])[CH:38]=[CH:37][CH:36]=[CH:35][CH:34]=1. The yield is 0.574. (4) The reactants are [CH3:1][O:2][C:3]([C@@H:5]1[CH2:9][CH:8]([CH3:10])[CH2:7][C:6]1=[O:11])=[O:4].C(N(C(C)C)CC)(C)C.[S:21](O[S:21]([C:24]([F:27])([F:26])[F:25])(=[O:23])=[O:22])([C:24]([F:27])([F:26])[F:25])(=[O:23])=[O:22]. The catalyst is ClCCl. The product is [CH3:1][O:2][C:3]([C:5]1[CH2:9][C@@H:8]([CH3:10])[CH2:7][C:6]=1[O:11][S:21]([C:24]([F:27])([F:26])[F:25])(=[O:23])=[O:22])=[O:4]. The yield is 0.850. (5) The reactants are Cl[CH2:2][C:3]1[N:12]([C:13]2[CH:18]=[CH:17][CH:16]=[CH:15][C:14]=2[Cl:19])[C:11](=[O:20])[C:10]2[C:5](=[CH:6][CH:7]=[CH:8][C:9]=2[CH3:21])[N:4]=1.[N:22]1[C:30]([NH2:31])=[C:29]2[C:25]([N:26]=[CH:27][NH:28]2)=[N:24][CH:23]=1.C([O-])([O-])=O.[K+].[K+]. The catalyst is CN(C=O)C. The product is [NH2:31][C:30]1[N:22]=[CH:23][N:24]=[C:25]2[C:29]=1[N:28]=[CH:27][N:26]2[CH2:2][C:3]1[N:12]([C:13]2[CH:18]=[CH:17][CH:16]=[CH:15][C:14]=2[Cl:19])[C:11](=[O:20])[C:10]2[C:5](=[CH:6][CH:7]=[CH:8][C:9]=2[CH3:21])[N:4]=1. The yield is 0.280. (6) The reactants are Cl[CH2:2][C:3](=[O:9])[CH2:4][C:5]([O:7][CH3:8])=[O:6].[NH:10]1[CH2:15][CH2:14][O:13][CH2:12][CH2:11]1. The catalyst is O1CCCC1. The product is [N:10]1([CH2:2][C:3](=[O:9])[CH2:4][C:5]([O:7][CH3:8])=[O:6])[CH2:15][CH2:14][O:13][CH2:12][CH2:11]1. The yield is 0.350. (7) The reactants are [Cl:1][C:2]1[N:7]=[C:6]([Cl:8])[C:5]([NH2:9])=[CH:4][N:3]=1.[CH3:10][C:11]([O:15]C1CCCCO1)([CH3:14])[CH:12]=O.C([BH3-])#N.[Na+].C([O-])(O)=O.[Na+]. The catalyst is ClCCl.[Ti](Cl)(Cl)(Cl)Cl.CCOC(C)=O. The product is [Cl:1][C:2]1[N:7]=[C:6]([Cl:8])[C:5]([NH:9][CH2:10][C:11]([CH3:14])([OH:15])[CH3:12])=[CH:4][N:3]=1. The yield is 0.400. (8) The reactants are C([O:8][C@@H:9]([C@H:16]([O:38]CC1C=CC=CC=1)[C@H:17]([O:30]CC1C=CC=CC=1)[CH2:18][N:19]([O:22]CC1C=CC=CC=1)[CH:20]=[O:21])[CH2:10][CH2:11][P:12](=[O:15])([OH:14])[OH:13])C1C=CC=CC=1.C1COCC1.C(O)(=O)C. The catalyst is O.[OH-].[OH-].[Pd+2]. The product is [OH:8][C@@H:9]([C@H:16]([OH:38])[C@H:17]([OH:30])[CH2:18][N:19]([OH:22])[CH:20]=[O:21])[CH2:10][CH2:11][P:12](=[O:13])([OH:15])[OH:14]. The yield is 0.280. (9) The reactants are [C:1]1([NH:7][C:8]2[NH:13][C:12](=[O:14])[CH:11]=[CH:10][N:9]=2)[CH:6]=[CH:5][CH:4]=[CH:3][CH:2]=1.[H-].[Li+].I[CH3:18]. The catalyst is CN(C=O)C. The product is [CH3:18][N:13]1[C:12](=[O:14])[CH:11]=[CH:10][N:9]=[C:8]1[NH:7][C:1]1[CH:2]=[CH:3][CH:4]=[CH:5][CH:6]=1. The yield is 0.620.